Dataset: Full USPTO retrosynthesis dataset with 1.9M reactions from patents (1976-2016). Task: Predict the reactants needed to synthesize the given product. (1) Given the product [CH2:1]([S:3]([N:6]1[CH2:7][CH2:8][CH:9]([C:12]2[C:20]3[C:15](=[C:16]([C:35]([NH2:37])=[O:36])[CH:17]=[C:18]([C:21]4[CH:25]=[C:24]([CH2:26][N:27]5[CH2:31][CH2:30][CH2:29][CH:28]5[CH:38]([CH3:41])[CH3:39])[S:23][CH:22]=4)[CH:19]=3)[NH:14][CH:13]=2)[CH2:10][CH2:11]1)(=[O:5])=[O:4])[CH3:2], predict the reactants needed to synthesize it. The reactants are: [CH2:1]([S:3]([N:6]1[CH2:11][CH2:10][CH:9]([C:12]2[C:20]3[C:15](=[C:16]([C:35]([NH2:37])=[O:36])[CH:17]=[C:18]([C:21]4[CH:25]=[C:24]([CH2:26][N:27]5[CH2:31][CH2:30][CH2:29][CH:28]5CCC)[S:23][CH:22]=4)[CH:19]=3)[NH:14][CH:13]=2)[CH2:8][CH2:7]1)(=[O:5])=[O:4])[CH3:2].[CH2:38]([CH:41]1CCCN1)[CH2:39]C. (2) Given the product [Cl:28][C:19]1[C:20]([C:22]2[CH:23]=[N:24][CH:25]=[CH:26][CH:27]=2)=[N:21][C:16]([NH:15][C@@H:11]2[CH2:12][CH2:13][CH2:14][C@H:9]([NH:8][C:6](=[O:7])[C:5]3[CH:29]=[CH:30][C:2]([NH:1][C:44](=[O:45])/[CH:43]=[CH:39]/[CH2:37][N:33]([CH3:32])[CH3:34])=[CH:3][CH:4]=3)[CH2:10]2)=[N:17][CH:18]=1, predict the reactants needed to synthesize it. The reactants are: [NH2:1][C:2]1[CH:30]=[CH:29][C:5]([C:6]([NH:8][C@H:9]2[CH2:14][CH2:13][CH2:12][C@@H:11]([NH:15][C:16]3[N:21]=[C:20]([C:22]4[CH:23]=[N:24][CH:25]=[CH:26][CH:27]=4)[C:19]([Cl:28])=[CH:18][N:17]=3)[CH2:10]2)=[O:7])=[CH:4][CH:3]=1.C[CH2:32][N:33]([CH:37]([CH3:39])C)[CH:34](C)C.BrC/C=[CH:43]/[C:44](Cl)=[O:45].C(Cl)Cl.CNC.C1COCC1. (3) Given the product [CH3:7][CH:6]([CH:19]([CH3:20])[CH:10]([CH3:11])[CH3:9])[C:5](=[O:1])/[CH:4]=[CH:13]/[CH3:14], predict the reactants needed to synthesize it. The reactants are: [OH-:1].[K+].Cl.[CH2:4]([Li])[CH2:5][CH2:6][CH3:7].[CH:9]([Li])=[CH:10][CH3:11].[CH3:13][C:14](C)=O.[Cl-].[NH4+].[CH2:19](O)[CH3:20].O. (4) Given the product [CH3:14][O:15][CH2:16][CH2:17][N:7]1[N:6]=[C:5]([C:9]([O:11][CH2:12][CH3:13])=[O:10])[C:4]([CH3:3])=[N:8]1, predict the reactants needed to synthesize it. The reactants are: [131I][131I].[CH3:3][C:4]1[C:5]([C:9]([O:11][CH2:12][CH3:13])=[O:10])=[N:6][NH:7][N:8]=1.[CH3:14][O:15][CH2:16][CH2:17]Br. (5) Given the product [C:29]([C:20]1[CH:21]=[CH:22][C:23]([O:1][CH2:2][C:3]2[CH:4]=[C:5]([S:9][C:10]3[CH:17]=[CH:16][C:13]([C:14]#[N:15])=[CH:12][N:11]=3)[CH:6]=[CH:7][CH:8]=2)=[C:24]([CH2:25][CH2:26][CH3:27])[C:19]=1[OH:18])(=[O:31])[CH3:30], predict the reactants needed to synthesize it. The reactants are: [OH:1][CH2:2][C:3]1[CH:4]=[C:5]([S:9][C:10]2[CH:17]=[CH:16][C:13]([C:14]#[N:15])=[CH:12][N:11]=2)[CH:6]=[CH:7][CH:8]=1.[OH:18][C:19]1[C:24]([CH2:25][CH2:26][CH3:27])=[C:23](O)[CH:22]=[CH:21][C:20]=1[C:29](=[O:31])[CH3:30].